From a dataset of Peptide-MHC class II binding affinity with 134,281 pairs from IEDB. Regression. Given a peptide amino acid sequence and an MHC pseudo amino acid sequence, predict their binding affinity value. This is MHC class II binding data. The peptide sequence is VKPLYIITPTNVSHI. The MHC is DRB1_0101 with pseudo-sequence DRB1_0101. The binding affinity (normalized) is 0.916.